From a dataset of Catalyst prediction with 721,799 reactions and 888 catalyst types from USPTO. Predict which catalyst facilitates the given reaction. (1) Reactant: [F:1][C:2]1[CH:7]=[CH:6][C:5]([O:8][CH3:9])=[CH:4][C:3]=1[C:10]1[CH:15]=[CH:14][C:13]([CH2:16][OH:17])=[CH:12][C:11]=1[CH:18]([OH:23])[C:19]([CH3:22])([CH3:21])[CH3:20].[Si:24](Cl)([C:27]([CH3:30])([CH3:29])[CH3:28])([CH3:26])[CH3:25]. Product: [CH3:28][C:27]([Si:24]([CH3:26])([CH3:25])[O:17][CH2:16][C:13]1[CH:14]=[CH:15][C:10]([C:3]2[CH:4]=[C:5]([O:8][CH3:9])[CH:6]=[CH:7][C:2]=2[F:1])=[C:11]([CH:18]([OH:23])[C:19]([CH3:20])([CH3:22])[CH3:21])[CH:12]=1)([CH3:30])[CH3:29]. The catalyst class is: 64. (2) Reactant: [CH3:1][O:2][C:3]1[CH:8]=[CH:7][N:6]([CH:9]([CH:14]([CH3:16])[CH3:15])[C:10]([F:13])([F:12])[F:11])[C:5](=[O:17])[C:4]=1[C:18]#[N:19].[Br:20]N1C(=O)CCC1=O.C(=O)([O-])O.[Na+]. Product: [Br:20][C:8]1[C:3]([O:2][CH3:1])=[C:4]([C:18]#[N:19])[C:5](=[O:17])[N:6]([CH:9]([CH:14]([CH3:16])[CH3:15])[C:10]([F:13])([F:11])[F:12])[CH:7]=1. The catalyst class is: 9. (3) Reactant: C(OC([C:8]1[C:9]([O:27][CH2:28][CH2:29][O:30][C:31](=[O:33])[CH3:32])=[N:10][O:11][C:12]=1[NH:13][S:14]([C:17]1[CH:22]=[CH:21][C:20]([C:23]([CH3:26])([CH3:25])[CH3:24])=[CH:19][CH:18]=1)(=[O:16])=[O:15])=O)(C)(C)C.FC(F)(F)C(O)=O.C(=O)([O-])O.[Na+].Cl. Product: [C:31]([O:30][CH2:29][CH2:28][O:27][C:9]1[CH:8]=[C:12]([NH:13][S:14]([C:17]2[CH:18]=[CH:19][C:20]([C:23]([CH3:26])([CH3:25])[CH3:24])=[CH:21][CH:22]=2)(=[O:15])=[O:16])[O:11][N:10]=1)(=[O:33])[CH3:32]. The catalyst class is: 426. (4) Reactant: [F:1][C:2]([F:17])([F:16])[C:3]1[NH:4][C:5]2[C:10]([C:11]=1[CH3:12])=[CH:9][CH:8]=[CH:7][C:6]=2[C:13]([OH:15])=O.[CH3:18][N:19]1[C:23]([C:24]2[CH:25]=[C:26]([CH:28]=[CH:29][CH:30]=2)[NH2:27])=[CH:22][N:21]=[C:20]1[CH3:31].Cl.C(N=C=NCCCN(C)C)C. Product: [CH3:18][N:19]1[C:23]([C:24]2[CH:25]=[C:26]([NH:27][C:13]([C:6]3[CH:7]=[CH:8][CH:9]=[C:10]4[C:5]=3[NH:4][C:3]([C:2]([F:1])([F:17])[F:16])=[C:11]4[CH3:12])=[O:15])[CH:28]=[CH:29][CH:30]=2)=[CH:22][N:21]=[C:20]1[CH3:31]. The catalyst class is: 112. (5) Reactant: [NH:1]1[CH2:6][CH2:5][CH:4]([C:7]([OH:9])=[O:8])[CH2:3][CH2:2]1.[CH3:10][C:11]([O:14][C:15](O[C:15]([O:14][C:11]([CH3:13])([CH3:12])[CH3:10])=[O:16])=[O:16])([CH3:13])[CH3:12].CCOC(C)=O. Product: [C:11]([O:14][C:15]([N:1]1[CH2:6][CH2:5][CH:4]([C:7]([OH:9])=[O:8])[CH2:3][CH2:2]1)=[O:16])([CH3:13])([CH3:12])[CH3:10]. The catalyst class is: 218.